From a dataset of Peptide-MHC class I binding affinity with 185,985 pairs from IEDB/IMGT. Regression. Given a peptide amino acid sequence and an MHC pseudo amino acid sequence, predict their binding affinity value. This is MHC class I binding data. The peptide sequence is VHPVHAGPIA. The MHC is HLA-A68:01 with pseudo-sequence HLA-A68:01. The binding affinity (normalized) is 0.